Dataset: Full USPTO retrosynthesis dataset with 1.9M reactions from patents (1976-2016). Task: Predict the reactants needed to synthesize the given product. (1) Given the product [F:40][C:41]1[CH:46]=[CH:45][C:44]([CH2:47][CH2:48][CH2:49][S:50][C:51]2[C:52]([C:53]([NH:39][CH2:38][C:33]3[CH:34]=[CH:35][CH:36]=[CH:37][N:32]=3)=[O:54])=[CH:56][CH:57]=[CH:58][N:59]=2)=[CH:43][CH:42]=1, predict the reactants needed to synthesize it. The reactants are: CCN=C=NCCCN(C)C.Cl.C1C=CC2N(O)N=NC=2C=1.CCN(C(C)C)C(C)C.[N:32]1[CH:37]=[CH:36][CH:35]=[CH:34][C:33]=1[CH2:38][NH2:39].[F:40][C:41]1[CH:46]=[CH:45][C:44]([CH2:47][CH2:48][CH2:49][S:50][C:51]2[N:59]=[CH:58][CH:57]=[CH:56][C:52]=2[C:53](O)=[O:54])=[CH:43][CH:42]=1. (2) The reactants are: [CH3:1][N:2]1[C:11]2[C:6](=[C:7]([CH2:13][CH:14]=[CH2:15])[C:8]([CH3:12])=[CH:9][CH:10]=2)[CH:5]=[CH:4][C:3]1=[O:16].Br[C:18]1C2C3CC3C(=O)N(C)C=2C=CC=1C. Given the product [CH3:1][N:2]1[C:11]2[CH:10]=[CH:9][C:8]([CH3:12])=[C:7]([CH2:13][CH:14]=[CH2:15])[C:6]=2[CH:5]2[CH2:18][CH:4]2[C:3]1=[O:16], predict the reactants needed to synthesize it. (3) Given the product [C:2]1([C:1]2[S:8][C:17]3=[CH:18][N:19]=[CH:20][CH:13]=[C:14]3[C:15]=2[NH2:16])[CH:7]=[CH:6][CH:5]=[CH:4][CH:3]=1, predict the reactants needed to synthesize it. The reactants are: [CH2:1]([SH:8])[C:2]1[CH:7]=[CH:6][CH:5]=[CH:4][CH:3]=1.C[O-].[Na+].Br[C:13]1[CH:20]=[N:19][CH:18]=[CH:17][C:14]=1[C:15]#[N:16]. (4) Given the product [CH2:38]([N:14]1[CH2:13][C@@H:12]([CH2:11][NH:7][CH:8]([CH3:10])[CH3:9])[C@@H:16]([CH2:17][N:18]([CH:35]([CH3:37])[CH3:36])[C:19](=[O:34])[C:20]2[CH:25]=[CH:24][C:23]([O:26][CH3:27])=[C:22]([O:28][CH2:29][CH2:30][CH2:31][O:32][CH3:33])[CH:21]=2)[CH2:15]1)[C:39]1[CH:44]=[CH:43][CH:42]=[CH:41][CH:40]=1, predict the reactants needed to synthesize it. The reactants are: C(OC(=O)[N:7]([CH2:11][C@H:12]1[C@@H:16]([CH2:17][N:18]([CH:35]([CH3:37])[CH3:36])[C:19](=[O:34])[C:20]2[CH:25]=[CH:24][C:23]([O:26][CH3:27])=[C:22]([O:28][CH2:29][CH2:30][CH2:31][O:32][CH3:33])[CH:21]=2)[CH2:15][N:14]([CH2:38][C:39]2[CH:44]=[CH:43][CH:42]=[CH:41][CH:40]=2)[CH2:13]1)[CH:8]([CH3:10])[CH3:9])(C)(C)C.Cl. (5) Given the product [OH:35][CH2:34][CH2:33][CH2:32][CH2:31][CH2:30][CH2:29][CH:12]1[CH2:7][CH2:8][N:9]([C:13]([O:15][CH2:16][C:17]2[CH:18]=[CH:19][CH:20]=[CH:21][CH:22]=2)=[O:14])[CH2:10][CH2:11]1, predict the reactants needed to synthesize it. The reactants are: OCCCCC[CH:7]1[CH2:12][CH2:11][CH2:10][N:9]([C:13]([O:15][CH2:16][C:17]2[CH:22]=[CH:21][CH:20]=[CH:19][CH:18]=2)=[O:14])[CH2:8]1.N1CCC([CH2:29][CH2:30][CH2:31][CH2:32][CH2:33][CH2:34][OH:35])CC1. (6) Given the product [Br:1][C:2]1[CH:8]=[CH:7][C:5]([C:14]2[CH:15]=[CH:16][CH:17]=[CH:18][N:13]=2)=[CH:4][CH:3]=1, predict the reactants needed to synthesize it. The reactants are: [Br:1][C:2]1[CH:8]=[CH:7][C:5](N)=[CH:4][CH:3]=1.N([O-])=O.[Na+].[N:13]1[CH:18]=[CH:17][CH:16]=[CH:15][CH:14]=1.C(=O)([O-])[O-].[Na+].[Na+]. (7) The reactants are: [C:1]([O:5][C:6](/[C:8](=[CH:13]\[C:14]1[CH:19]=[CH:18][C:17]([O:20][CH3:21])=[C:16]([F:22])[CH:15]=1)/[C:9]([O:11][CH3:12])=[O:10])=[O:7])([CH3:4])([CH3:3])[CH3:2]. Given the product [C:1]([O:5][C:6]([CH:8]([CH2:13][C:14]1[CH:19]=[CH:18][C:17]([O:20][CH3:21])=[C:16]([F:22])[CH:15]=1)[C:9]([O:11][CH3:12])=[O:10])=[O:7])([CH3:3])([CH3:4])[CH3:2], predict the reactants needed to synthesize it. (8) Given the product [CH3:1][O:2][C:3]1[CH:18]=[CH:17][C:16]([O:19][CH3:20])=[CH:15][C:4]=1[CH2:5][C:6]1[N:7]([CH2:24][C:25]([O:27][CH3:28])=[O:26])[C:8]2[CH:14]=[CH:13][CH:12]=[CH:11][C:9]=2[N:10]=1, predict the reactants needed to synthesize it. The reactants are: [CH3:1][O:2][C:3]1[CH:18]=[CH:17][C:16]([O:19][CH3:20])=[CH:15][C:4]=1[CH2:5][C:6]1[NH:10][C:9]2[CH:11]=[CH:12][CH:13]=[CH:14][C:8]=2[N:7]=1.[H-].[Na+].Br[CH2:24][C:25]([O:27][CH3:28])=[O:26]. (9) The reactants are: [Cl:1][C:2]1[C:11]([CH:12]=[O:13])=[CH:10][C:9]2[C:4](=[CH:5][C:6]([F:14])=[CH:7][CH:8]=2)[N:3]=1.C[Mg+].[Br-].Cl[C:19]1C([C@@H](N2C(=O)C3C(=CC=CC=3)C2=O)C)=CC2C(=CC(F)=CC=2)N=1. Given the product [Cl:1][C:2]1[C:11]([CH:12]([OH:13])[CH3:19])=[CH:10][C:9]2[C:4](=[CH:5][C:6]([F:14])=[CH:7][CH:8]=2)[N:3]=1, predict the reactants needed to synthesize it. (10) Given the product [CH3:37][C:34]1[CH:35]=[CH:36][C:31]([NH:30][C:2]2[CH:7]=[C:6]([N:8]3[CH2:9][CH2:10][CH2:11][CH2:12][CH2:13]3)[N:5]=[C:4]([N:14]3[CH2:19][CH2:18][N:17]([C:20]4[C:25]([C:26]([F:27])([F:28])[F:29])=[CH:24][CH:23]=[CH:22][N:21]=4)[CH2:16][CH2:15]3)[N:3]=2)=[CH:32][CH:33]=1, predict the reactants needed to synthesize it. The reactants are: Cl[C:2]1[CH:7]=[C:6]([N:8]2[CH2:13][CH2:12][CH2:11][CH2:10][CH2:9]2)[N:5]=[C:4]([N:14]2[CH2:19][CH2:18][N:17]([C:20]3[C:25]([C:26]([F:29])([F:28])[F:27])=[CH:24][CH:23]=[CH:22][N:21]=3)[CH2:16][CH2:15]2)[N:3]=1.[NH2:30][C:31]1[CH:36]=[CH:35][C:34]([CH3:37])=[CH:33][CH:32]=1.CC(C)([O-])C.[Na+].